This data is from Full USPTO retrosynthesis dataset with 1.9M reactions from patents (1976-2016). The task is: Predict the reactants needed to synthesize the given product. (1) Given the product [Cl:49][C:21]1[CH:22]=[CH:23][C:24]([C@H:26]2[C@@H:31]([O:32][CH2:33][O:34][CH3:35])[C@H:30]([O:36][CH2:37][O:38][CH3:39])[C@H:29]([O:40][CH2:41][O:42][CH3:43])[CH:28]([CH2:44][O:45][CH2:46][O:47][CH3:48])[O:27]2)=[CH:25][C:20]=1[CH2:19][OH:18], predict the reactants needed to synthesize it. The reactants are: C([Si]([O:18][CH2:19][C:20]1[CH:25]=[C:24]([C@H:26]2[C@@H:31]([O:32][CH2:33][O:34][CH3:35])[C@@H:30]([O:36][CH2:37][O:38][CH3:39])[C@H:29]([O:40][CH2:41][O:42][CH3:43])[CH:28]([CH2:44][O:45][CH2:46][O:47][CH3:48])[O:27]2)[CH:23]=[CH:22][C:21]=1[Cl:49])(C1C=CC=CC=1)C1C=CC=CC=1)(C)(C)C.[F-].C([N+](CCCC)(CCCC)CCCC)CCC. (2) Given the product [CH2:1]([O:3][C:4]([C:6]1[CH:7]=[C:8]2[C:13](=[CH:14][CH:15]=1)[NH:12][CH:11]([C:16]1[CH:21]=[CH:20][CH:19]=[C:18]([NH:22][C:36]([N:31]3[CH2:35][CH2:34][CH2:33][CH2:32]3)=[O:37])[CH:17]=1)[C:10]([CH3:23])([CH3:24])[CH2:9]2)=[O:5])[CH3:2], predict the reactants needed to synthesize it. The reactants are: [CH2:1]([O:3][C:4]([C:6]1[CH:7]=[C:8]2[C:13](=[CH:14][CH:15]=1)[NH:12][CH:11]([C:16]1[CH:21]=[CH:20][CH:19]=[C:18]([NH2:22])[CH:17]=1)[C:10]([CH3:24])([CH3:23])[CH2:9]2)=[O:5])[CH3:2].N1C=CC=CC=1.[N:31]1([C:36](Cl)=[O:37])[CH2:35][CH2:34][CH2:33][CH2:32]1. (3) Given the product [F:19][CH:17]([F:18])[CH2:16][C:11]([N:6]1[C:7]2[C:3](=[C:2]([NH:1][S:38]([CH3:37])(=[O:40])=[O:39])[CH:10]=[CH:9][CH:8]=2)[CH:4]=[N:5]1)([C:20]1[CH:21]=[CH:22][C:23]([C:26]([F:28])([F:29])[F:27])=[CH:24][CH:25]=1)[C:12]([O:14][CH3:15])=[O:13], predict the reactants needed to synthesize it. The reactants are: [NH2:1][C:2]1[CH:10]=[CH:9][CH:8]=[C:7]2[C:3]=1[CH:4]=[N:5][N:6]2[C:11]([C:20]1[CH:25]=[CH:24][C:23]([C:26]([F:29])([F:28])[F:27])=[CH:22][CH:21]=1)([CH2:16][CH:17]([F:19])[F:18])[C:12]([O:14][CH3:15])=[O:13].CN1CCOCC1.[CH3:37][S:38](Cl)(=[O:40])=[O:39]. (4) Given the product [S:3]1[C:7]2[CH:8]=[CH:9][CH:10]=[CH:11][C:6]=2[N:5]=[C:4]1[NH:12][C:13]([C:15]1[CH:16]=[CH:17][CH:18]=[C:19]2[C:24]=1[CH2:23][N:22]([C:30](=[S:31])[NH2:25])[CH2:21][CH2:20]2)=[O:14], predict the reactants needed to synthesize it. The reactants are: Cl.Cl.[S:3]1[C:7]2[CH:8]=[CH:9][CH:10]=[CH:11][C:6]=2[N:5]=[C:4]1[NH:12][C:13]([C:15]1[CH:16]=[CH:17][CH:18]=[C:19]2[C:24]=1[CH2:23][NH:22][CH2:21][CH2:20]2)=[O:14].[N:25]1([C:30](N2C=CN=C2)=[S:31])C=CN=C1.N. (5) Given the product [C:1]([O:5][C:6](=[O:40])[N:7]([C@H:9]([C:11](=[O:39])[NH:12][C@@H:13]1[C:19](=[O:20])[N:18]([CH2:21][C:22]2[C:31]3[C:26](=[CH:27][C:28]([NH:44][C:41](=[O:43])[CH3:42])=[CH:29][CH:30]=3)[CH:25]=[CH:24][C:23]=2[O:33][CH3:34])[C:17]2[CH:35]=[CH:36][CH:37]=[CH:38][C:16]=2[CH2:15][CH2:14]1)[CH3:10])[CH3:8])([CH3:4])([CH3:3])[CH3:2], predict the reactants needed to synthesize it. The reactants are: [C:1]([O:5][C:6](=[O:40])[N:7]([C@H:9]([C:11](=[O:39])[NH:12][C@@H:13]1[C:19](=[O:20])[N:18]([CH2:21][C:22]2[C:31]3[C:26](=[CH:27][C:28](Br)=[CH:29][CH:30]=3)[CH:25]=[CH:24][C:23]=2[O:33][CH3:34])[C:17]2[CH:35]=[CH:36][CH:37]=[CH:38][C:16]=2[CH2:15][CH2:14]1)[CH3:10])[CH3:8])([CH3:4])([CH3:3])[CH3:2].[C:41]([NH2:44])(=[O:43])[CH3:42].C1(P(C2C=CC=CC=2)C2C3OC4C(=CC=CC=4P(C4C=CC=CC=4)C4C=CC=CC=4)C(C)(C)C=3C=CC=2)C=CC=CC=1.C([O-])([O-])=O.[Cs+].[Cs+]. (6) Given the product [Cl:1][C:2]1[CH:3]=[CH:4][C:5]([C:25]#[N:26])=[C:6]([C:8]2[C:13]([O:14][CH3:15])=[CH:12][N:11]([CH:16]([CH2:20][CH:21]([CH3:23])[CH3:22])[C:17]([NH:27][C:28]3[CH:40]=[CH:39][C:31]([C:32]([O:34][C:35]([CH3:36])([CH3:37])[CH3:38])=[O:33])=[CH:30][CH:29]=3)=[O:18])[C:10](=[O:24])[CH:9]=2)[CH:7]=1, predict the reactants needed to synthesize it. The reactants are: [Cl:1][C:2]1[CH:3]=[CH:4][C:5]([C:25]#[N:26])=[C:6]([C:8]2[C:13]([O:14][CH3:15])=[CH:12][N:11]([CH:16]([CH2:20][CH:21]([CH3:23])[CH3:22])[C:17](O)=[O:18])[C:10](=[O:24])[CH:9]=2)[CH:7]=1.[NH2:27][C:28]1[CH:40]=[CH:39][C:31]([C:32]([O:34][C:35]([CH3:38])([CH3:37])[CH3:36])=[O:33])=[CH:30][CH:29]=1. (7) The reactants are: [F:1][C:2]1[CH:7]=[CH:6][CH:5]=[CH:4][C:3]=1[O:8][C:9]1[CH:14]=[CH:13][C:12]([N+:15]([O-])=O)=[CH:11][CH:10]=1.[NH4+].[Cl-]. Given the product [F:1][C:2]1[CH:7]=[CH:6][CH:5]=[CH:4][C:3]=1[O:8][C:9]1[CH:14]=[CH:13][C:12]([NH2:15])=[CH:11][CH:10]=1, predict the reactants needed to synthesize it. (8) Given the product [C:15]([C:12]1[N:13]=[CH:14][C:9]2[CH:8]=[C:7]([CH2:6][C:5]3[CH:4]=[CH:3][C:2]([NH:1][S:36]([CH2:32][CH2:33][CH2:34][CH3:35])(=[O:38])=[O:37])=[CH:24][CH:23]=3)[N:17]([CH2:18][C:19]([CH3:21])([CH3:20])[CH3:22])[C:10]=2[N:11]=1)#[N:16], predict the reactants needed to synthesize it. The reactants are: [NH2:1][C:2]1[CH:24]=[CH:23][C:5]([CH2:6][C:7]2[N:17]([CH2:18][C:19]([CH3:22])([CH3:21])[CH3:20])[C:10]3[N:11]=[C:12]([C:15]#[N:16])[N:13]=[CH:14][C:9]=3[CH:8]=2)=[CH:4][CH:3]=1.C(N(CC)CC)C.[CH2:32]([S:36](Cl)(=[O:38])=[O:37])[CH2:33][CH2:34][CH3:35]. (9) Given the product [CH3:1][C:2]1[CH:7]=[CH:6][CH:5]=[CH:4][C:3]=1[NH:8][C:9]([NH:60][C:56]1[C:53]([C:33]([NH:32][CH:28]([C:25]2[CH:24]=[CH:23][CH:22]=[CH:27][CH:26]=2)[C:29]([OH:31])=[O:30])=[O:35])=[CH:18][C:14]2[C:13]([CH:57]=1)=[CH:12][CH:17]=[CH:16][CH:15]=2)=[O:10], predict the reactants needed to synthesize it. The reactants are: [CH3:1][C:2]1[CH:7]=[CH:6][CH:5]=[CH:4][C:3]=1[N:8]=[C:9]=[O:10].Cl[C:12]1[CH:17]=[CH:16][CH:15]=[C:14]([CH3:18])[C:13]=1N=C=O.[CH:22]1[CH:27]=[CH:26][C:25]([C@H:28]([NH:32][C:33]([O:35]CC2C3C(=CC=CC=3)C3C2=CC=CC=3)=O)[C:29]([OH:31])=[O:30])=[CH:24][CH:23]=1.C1CC[CH:53]([C@H:56]([NH:60]C(OCC2C3C(=CC=CC=3)C3C2=CC=CC=3)=O)[C:57](O)=O)CC1.